Predict the reaction yield, written as a fraction of the theoretical maximum amount of product (1.0 means a 100% yield; for example, 0.34 means a 34% yield). From a dataset of Reaction yield outcomes from USPTO patents with 853,638 reactions. (1) The reactants are [CH3:1][CH:2]1[CH2:7][CH2:6][N:5]([C:8]2[C:13]([CH2:14][NH2:15])=[CH:12][CH:11]=[C:10]([C:16]([F:19])([F:18])[F:17])[N:9]=2)[CH2:4][CH2:3]1.C(N(CC)CC)C.[OH:27][CH2:28][CH2:29][NH:30][C:31]1[N:36]=[CH:35][C:34]([NH:37][C:38](=O)[O:39]C2C=CC=CC=2)=[CH:33][CH:32]=1. The catalyst is C(#N)C. The product is [OH:27][CH2:28][CH2:29][NH:30][C:31]1[N:36]=[CH:35][C:34]([NH:37][C:38]([NH:15][CH2:14][C:13]2[C:8]([N:5]3[CH2:4][CH2:3][CH:2]([CH3:1])[CH2:7][CH2:6]3)=[N:9][C:10]([C:16]([F:19])([F:17])[F:18])=[CH:11][CH:12]=2)=[O:39])=[CH:33][CH:32]=1. The yield is 0.170. (2) The reactants are [CH3:1][C:2]1[S:6][C:5]([C:7]([OH:9])=O)=[N:4][CH:3]=1.[NH2:10][C@H:11]([CH3:27])[CH2:12][N:13]1[CH:17]=[CH:16][C:15]([C:18]2[CH:25]=[CH:24][C:21]([C:22]#[N:23])=[C:20]([Cl:26])[CH:19]=2)=[N:14]1. No catalyst specified. The product is [Cl:26][C:20]1[CH:19]=[C:18]([C:15]2[CH:16]=[CH:17][N:13]([CH2:12][C@H:11]([NH:10][C:7]([C:5]3[S:6][C:2]([CH3:1])=[CH:3][N:4]=3)=[O:9])[CH3:27])[N:14]=2)[CH:25]=[CH:24][C:21]=1[C:22]#[N:23]. The yield is 0.540.